This data is from Forward reaction prediction with 1.9M reactions from USPTO patents (1976-2016). The task is: Predict the product of the given reaction. (1) Given the reactants Br[C:2]1[CH:3]=[C:4]([CH:28]=[CH:29][CH:30]=1)[CH2:5][N:6]1[C:10]([CH3:11])=[CH:9][C:8]([C:12]2[O:16][N:15]=[C:14]([C:17]3[CH:22]=[CH:21][C:20]([C:23]4([F:27])[CH2:26][O:25][CH2:24]4)=[CH:19][CH:18]=3)[N:13]=2)=[N:7]1.[Si]([O:48][CH:49]1[CH2:52][NH:51][CH2:50]1)(C(C)(C)C)(C1C=CC=CC=1)C1C=CC=CC=1, predict the reaction product. The product is: [F:27][C:23]1([C:20]2[CH:21]=[CH:22][C:17]([C:14]3[N:13]=[C:12]([C:8]4[CH:9]=[C:10]([CH3:11])[N:6]([CH2:5][C:4]5[CH:3]=[C:2]([N:51]6[CH2:52][CH:49]([OH:48])[CH2:50]6)[CH:30]=[CH:29][CH:28]=5)[N:7]=4)[O:16][N:15]=3)=[CH:18][CH:19]=2)[CH2:26][O:25][CH2:24]1. (2) Given the reactants [Cl:1][C:2]1[CH:7]=[C:6]([Cl:8])[CH:5]=[CH:4][C:3]=1B(O)O.Br[C:13]1[CH:14]=[CH:15][C:16]([CH2:32][CH3:33])=[C:17]([CH:19]2[C:24](=[O:25])[C:23]([CH3:27])([CH3:26])[C:22](=[O:28])[C:21]([CH3:30])([CH3:29])[C:20]2=[O:31])[CH:18]=1.P([O-])([O-])([O-])=O.[K+].[K+].[K+].Cl, predict the reaction product. The product is: [Cl:1][C:2]1[CH:7]=[C:6]([Cl:8])[CH:5]=[CH:4][C:3]=1[C:13]1[CH:14]=[CH:15][C:16]([CH2:32][CH3:33])=[C:17]([CH:19]2[C:20](=[O:31])[C:21]([CH3:29])([CH3:30])[C:22](=[O:28])[C:23]([CH3:27])([CH3:26])[C:24]2=[O:25])[CH:18]=1. (3) The product is: [CH:1]1([N:12]2[CH2:11][CH:10]3[CH:14]([CH:15]3[C:16]([O:18][CH2:19][CH3:20])=[O:17])[CH2:13]2)[CH2:4][CH2:3][CH2:2]1. Given the reactants [C:1]1(=O)[CH2:4][CH2:3][CH2:2]1.C(O)(=O)C.[CH:10]12[CH:15]([C:16]([O:18][CH2:19][CH3:20])=[O:17])[CH:14]1[CH2:13][NH:12][CH2:11]2.C(O[BH-](OC(=O)C)OC(=O)C)(=O)C.[Na+].C(=O)(O)[O-].[Na+], predict the reaction product. (4) Given the reactants [OH:1][C:2]1[CH:3]=[C:4]([CH:8]=[C:9]([C:11]([F:14])([F:13])[F:12])[CH:10]=1)[C:5](O)=[O:6].CI.[C:17](=O)([O-])[O-].[K+].[K+].O.CN([CH:27]=[O:28])C, predict the reaction product. The product is: [CH3:17][O:1][C:2]1[CH:3]=[C:4]([CH:8]=[C:9]([C:11]([F:14])([F:13])[F:12])[CH:10]=1)[C:5]([O:28][CH3:27])=[O:6]. (5) The product is: [CH3:36][C:37]1[N:41]2[C:42](=[O:51])[N:43]([CH:45]3[CH2:50][CH2:49][N:48]([C:10](=[O:12])[CH2:9][NH:8][C:1](=[O:2])[O:3][C:4]([CH3:5])([CH3:6])[CH3:7])[CH2:47][CH2:46]3)[CH2:44][C:40]2=[CH:39][N:38]=1. Given the reactants [C:1]([NH:8][CH2:9][C:10]([OH:12])=O)([O:3][C:4]([CH3:7])([CH3:6])[CH3:5])=[O:2].C1C=CC2N(O)N=NC=2C=1.CCN=C=NCCCN(C)C.Cl.Cl.[CH3:36][C:37]1[N:41]2[C:42](=[O:51])[N:43]([CH:45]3[CH2:50][CH2:49][NH:48][CH2:47][CH2:46]3)[CH2:44][C:40]2=[CH:39][N:38]=1.C1CCN2C(=NCCC2)CC1, predict the reaction product. (6) The product is: [C:1]([C:5]1[C:10]([Cl:11])=[CH:9][C:8]([C:12]2[N:13]([C:31]([N:40]3[CH2:41][CH2:42][NH:37][C:38](=[O:43])[CH2:39]3)=[O:32])[C@H:14]([C:24]3[CH:25]=[CH:26][C:27]([Cl:30])=[CH:28][CH:29]=3)[C@H:15]([C:17]3[CH:18]=[CH:19][C:20]([Cl:23])=[CH:21][CH:22]=3)[N:16]=2)=[C:7]([O:34][CH2:35][CH3:36])[CH:6]=1)([CH3:4])([CH3:2])[CH3:3]. Given the reactants [C:1]([C:5]1[C:10]([Cl:11])=[CH:9][C:8]([C:12]2[N:13]([C:31](Cl)=[O:32])[C@H:14]([C:24]3[CH:29]=[CH:28][C:27]([Cl:30])=[CH:26][CH:25]=3)[C@H:15]([C:17]3[CH:22]=[CH:21][C:20]([Cl:23])=[CH:19][CH:18]=3)[N:16]=2)=[C:7]([O:34][CH2:35][CH3:36])[CH:6]=1)([CH3:4])([CH3:3])[CH3:2].[NH:37]1[CH2:42][CH2:41][NH:40][CH2:39][C:38]1=[O:43], predict the reaction product.